This data is from Forward reaction prediction with 1.9M reactions from USPTO patents (1976-2016). The task is: Predict the product of the given reaction. (1) Given the reactants Br[C:2]1[CH:3]=[C:4]([CH:11]=[CH:12][C:13]=1[O:14][CH3:15])[CH2:5][N:6]1[CH:10]=[CH:9][N:8]=[CH:7]1.[N:16]1[O:20][N:19]=[C:18]2[CH:21]=[C:22](B(O)O)[CH:23]=[CH:24][C:17]=12.C1(P(C2C=CC=CC=2)C2C=CC=CC=2)C=CC=CC=1.C(=O)([O-])[O-].[Cs+].[Cs+], predict the reaction product. The product is: [N:6]1([CH2:5][C:4]2[CH:11]=[CH:12][C:13]([O:14][CH3:15])=[C:2]([C:22]3[CH:23]=[CH:24][C:17]4[C:18]([CH:21]=3)=[N:19][O:20][N:16]=4)[CH:3]=2)[CH:10]=[CH:9][N:8]=[CH:7]1. (2) Given the reactants O[C:2]([C:10]1[CH:15]=[CH:14][C:13]([C:16]2[CH:21]=[CH:20][CH:19]=[CH:18][CH:17]=2)=[CH:12][CH:11]=1)([CH3:9])[CH2:3][C:4]([O:6][CH2:7][CH3:8])=[O:5].O=P12OP3(OP(OP(O3)(O1)=O)(=O)O2)=O, predict the reaction product. The product is: [C:13]1([C:16]2[CH:17]=[CH:18][CH:19]=[CH:20][CH:21]=2)[CH:14]=[CH:15][C:10]([C:2]([CH3:9])=[CH:3][C:4]([O:6][CH2:7][CH3:8])=[O:5])=[CH:11][CH:12]=1. (3) Given the reactants C[O:2][C:3](=[O:31])[C:4]1[CH:9]=[C:8]([O:10][C:11]2[C:16]([Cl:17])=[CH:15][CH:14]=[C:13]([C@H:18]([NH:21][C:22]([O:24][C:25]([CH3:28])([CH3:27])[CH3:26])=[O:23])[CH2:19][CH3:20])[C:12]=2[F:29])[CH:7]=[CH:6][C:5]=1[F:30].O[Li].O, predict the reaction product. The product is: [C:25]([O:24][C:22]([NH:21][C@@H:18]([C:13]1[C:12]([F:29])=[C:11]([C:16]([Cl:17])=[CH:15][CH:14]=1)[O:10][C:8]1[CH:7]=[CH:6][C:5]([F:30])=[C:4]([CH:9]=1)[C:3]([OH:31])=[O:2])[CH2:19][CH3:20])=[O:23])([CH3:26])([CH3:27])[CH3:28].